Task: Predict the reaction yield, written as a fraction of the theoretical maximum amount of product (1.0 means a 100% yield; for example, 0.34 means a 34% yield).. Dataset: Reaction yield outcomes from USPTO patents with 853,638 reactions (1) The reactants are [Br:1][C:2]1[CH:7]=[CH:6][C:5]([C:8]2[CH:13]=[CH:12][CH:11]=[CH:10][CH:9]=2)=[C:4]([C:14]2[CH:26]=[CH:25][C:24]3C4C(=CC=CC=4)C(C)(C)[C:16]=3[CH:15]=2)[CH:3]=1. The catalyst is ClCCl.[Fe](Cl)(Cl)Cl. The product is [Br:1][C:2]1[CH:7]=[CH:6][C:5]2[C:8]3[C:9]([C:15]4[CH:16]=[CH:24][CH:25]=[CH:26][C:14]=4[C:4]=2[CH:3]=1)=[CH:8][C:13]1=[CH:13][C:12]2[C:11]([C:4]([CH3:14])([CH3:5])[CH:3]=[CH:2][CH:7]=2)=[C:10]1[CH:9]=3. The yield is 0.586. (2) The reactants are Cl.[F:2][C:3]([F:35])([F:34])[C:4]1[CH:5]=[C:6]([CH:27]=[C:28]([C:30]([F:33])([F:32])[F:31])[CH:29]=1)[CH2:7][O:8][CH2:9][CH:10]([C:21]1[CH:26]=[CH:25][CH:24]=[CH:23][CH:22]=1)[CH2:11][NH:12][C:13]([CH:15]1[CH2:20][CH2:19][NH:18][CH2:17][CH2:16]1)=[O:14].Br[CH2:37][C:38]([O:40][C:41]([CH3:44])([CH3:43])[CH3:42])=[O:39].C(=O)([O-])[O-].[K+].[K+].CN(C=O)C. The catalyst is O. The product is [F:35][C:3]([F:34])([F:2])[C:4]1[CH:5]=[C:6]([CH:27]=[C:28]([C:30]([F:32])([F:33])[F:31])[CH:29]=1)[CH2:7][O:8][CH2:9][CH:10]([C:21]1[CH:22]=[CH:23][CH:24]=[CH:25][CH:26]=1)[CH2:11][NH:12][C:13]([CH:15]1[CH2:20][CH2:19][N:18]([CH2:37][C:38]([O:40][C:41]([CH3:44])([CH3:43])[CH3:42])=[O:39])[CH2:17][CH2:16]1)=[O:14]. The yield is 0.930. (3) The reactants are [CH3:1][O:2][C:3]1[CH:4]=[C:5]([CH:8]=[CH:9][C:10]=1S(C(F)(F)F)(=O)=O)[CH:6]=[O:7].[CH3:18][C:19]1[C:20](B(O)O)=[CH:21][C:22]2[C:23]([CH3:32])([CH3:31])[CH2:24][CH2:25][C:26]([CH3:30])([CH3:29])[C:27]=2[CH:28]=1.[C:36](=O)([O-])[O-].[K+].[K+]. The catalyst is C1(C)C=CC=CC=1.CCO.O.C(OCC)(=O)C.[Pd].C1(P(C2C=CC=CC=2)C2C=CC=CC=2)C=CC=CC=1.C1(P(C2C=CC=CC=2)C2C=CC=CC=2)C=CC=CC=1.C1(P(C2C=CC=CC=2)C2C=CC=CC=2)C=CC=CC=1.C1(P(C2C=CC=CC=2)C2C=CC=CC=2)C=CC=CC=1. The product is [CH3:18][C:19]1[C:20]([C:10]2[CH:9]=[CH:8][C:5]([CH:6]=[O:7])=[CH:4][C:3]=2[O:2][CH2:1][CH3:36])=[CH:21][C:22]2[C:23]([CH3:32])([CH3:31])[CH2:24][CH2:25][C:26]([CH3:30])([CH3:29])[C:27]=2[CH:28]=1. The yield is 0.670. (4) The reactants are Br[C:2]1[CH:3]=[C:4]2[C:8](=[CH:9][CH:10]=1)[N:7]([CH2:11][O:12][CH2:13][CH2:14][Si:15]([CH3:18])([CH3:17])[CH3:16])[N:6]=[C:5]2[CH:19]=[O:20].[B:21]1([B:21]2[O:25][C:24]([CH3:27])([CH3:26])[C:23]([CH3:29])([CH3:28])[O:22]2)[O:25][C:24]([CH3:27])([CH3:26])[C:23]([CH3:29])([CH3:28])[O:22]1.CC([O-])=O.[K+]. The catalyst is CN(C=O)C.C1C=CC(P(C2C=CC=CC=2)[C-]2C=CC=C2)=CC=1.C1C=CC(P(C2C=CC=CC=2)[C-]2C=CC=C2)=CC=1.Cl[Pd]Cl.[Fe+2]. The product is [CH3:28][C:23]1([CH3:29])[C:24]([CH3:27])([CH3:26])[O:25][B:21]([C:2]2[CH:3]=[C:4]3[C:8](=[CH:9][CH:10]=2)[N:7]([CH2:11][O:12][CH2:13][CH2:14][Si:15]([CH3:18])([CH3:17])[CH3:16])[N:6]=[C:5]3[CH:19]=[O:20])[O:22]1. The yield is 0.710. (5) The reactants are [N:1]1([CH2:7][CH2:8][O:9][C:10]2[C:19]3[C:14](=[CH:15][CH:16]=[CH:17][CH:18]=3)[C:13]([NH2:20])=[CH:12][CH:11]=2)[CH2:6][CH2:5][O:4][CH2:3][CH2:2]1.[Cl:21][C:22]1[CH:23]=[C:24]([CH:28]=[CH:29][N:30]=1)[C:25](Cl)=[O:26].CCN(C(C)C)C(C)C. The catalyst is C1COCC1. The product is [Cl:21][C:22]1[CH:23]=[C:24]([CH:28]=[CH:29][N:30]=1)[C:25]([NH:20][C:13]1[C:14]2[C:19](=[CH:18][CH:17]=[CH:16][CH:15]=2)[C:10]([O:9][CH2:8][CH2:7][N:1]2[CH2:6][CH2:5][O:4][CH2:3][CH2:2]2)=[CH:11][CH:12]=1)=[O:26]. The yield is 0.510. (6) The reactants are [C:1]([C:3](=[CH:7][C:8]1[S:9][CH:10]=[CH:11][CH:12]=1)[C:4]([NH2:6])=[S:5])#[N:2].O=[C:14]1[CH2:18][CH2:17][CH2:16][CH:15]1[CH2:19][C:20]([OH:22])=[O:21].CN1CCOCC1.Cl[CH2:31][C:32]([NH2:34])=[O:33].C(=O)([O-])[O-].[K+].[K+]. The catalyst is C(O)C. The product is [NH2:2][C:1]1[C:3]2[C:7]([C:8]3[S:9][CH:10]=[CH:11][CH:12]=3)=[C:18]3[CH2:17][CH2:16][CH:15]([CH2:19][C:20]([OH:22])=[O:21])[C:14]3=[N:6][C:4]=2[S:5][C:31]=1[C:32]([NH2:34])=[O:33]. The yield is 0.310. (7) The reactants are [CH3:1][O:2][C:3]([C:5]1[C:13]2[C:8](=[N:9][CH:10]=[CH:11][CH:12]=2)[N:7]([S:14]([C:17]2[CH:22]=[CH:21][CH:20]=[CH:19][CH:18]=2)(=[O:16])=[O:15])[C:6]=1[CH3:23])=[O:4].C1C(=O)N([Br:31])C(=O)C1.CC(N=NC(C#N)(C)C)(C#N)C. The catalyst is ClCCCl. The product is [CH3:1][O:2][C:3]([C:5]1[C:13]2[C:8](=[N:9][CH:10]=[CH:11][CH:12]=2)[N:7]([S:14]([C:17]2[CH:22]=[CH:21][CH:20]=[CH:19][CH:18]=2)(=[O:15])=[O:16])[C:6]=1[CH2:23][Br:31])=[O:4]. The yield is 0.720. (8) The reactants are C([N:8]1[CH2:13][CH2:12][CH:11]([CH2:14][NH2:15])[CH2:10][CH2:9]1)(OC(C)(C)C)=O.CCN(C(C)C)C(C)C.[F:25][C:26]([F:41])([F:40])[C:27]1[CH:28]=[C:29]([CH:33]=[C:34]([C:36]([F:39])([F:38])[F:37])[CH:35]=1)[C:30](Cl)=[O:31].Cl. The catalyst is C(Cl)Cl.O. The product is [NH:8]1[CH2:9][CH2:10][CH:11]([CH2:14][NH:15][C:30](=[O:31])[C:29]2[CH:33]=[C:34]([C:36]([F:37])([F:38])[F:39])[CH:35]=[C:27]([C:26]([F:25])([F:40])[F:41])[CH:28]=2)[CH2:12][CH2:13]1. The yield is 0.970.